This data is from Human Reference Interactome with 51,813 positive PPI pairs across 8,248 proteins, plus equal number of experimentally-validated negative pairs. The task is: Binary Classification. Given two protein amino acid sequences, predict whether they physically interact or not. (1) Protein 1 (ENSG00000049860) has sequence MELCGLGLPRPPMLLALLLATLLAAMLALLTQVALVVQVAEAARAPSVSAKPGPALWPLPLLVKMTPNLLHLAPENFYISHSPNSTAGPSCTLLEEAFRRYHGYIFGFYKWHHEPAEFQAKTQVQQLLVSITLQSECDAFPNISSDESYTLLVKEPVAVLKANRVWGALRGLETFSQLVYQDSYGTFTINESTIIDSPRFSHRGILIDTSRHYLPVKIILKTLDAMAFNKFNVLHWHIVDDQSFPYQSITFPELSNKGSYSLSHVYTPNDVRMVIEYARLRGIRVLPEFDTPGHTLSWGK.... Protein 2 (ENSG00000167850) has sequence MTARAWASWRSSALLLLLVPGYFPLSHPMTVAGPVGGSLSVQCRYEKEHRTLNKFWCRPPQILRCDKIVETKGSAGKRNGRVSIRDSPANLSFTVTLENLTEEDAGTYWCGVDTPWLRDFHDPIVEVEVSVFPAGTTTASSPQSSMGTSGPPTKLPVHTWPSVTRKDSPEPSPHPGSLFSNVRFLLLVLLELPLLLSMLGAVLWVNRPQRSSRSRQNWPKGENQ*. Result: 0 (the proteins do not interact). (2) Protein 1 (ENSG00000088832) has sequence MPVSVSSGRTFPKRGQTCVVHYTGMLEDGKKFDSSRDRNKPFKFMLGKQEVIRGWEEGVAQMSVGQRAKLTISPDYAYGATGHPGIIPPHATLVFDVELLKLE*MGVQVETISPGDGRTFPKRGQTCVVHYTGMLEDGKKFDSSRDRNKPFKFMLGKQEVIRGWEEGVAQMSVGQRAKLTISPDYAYGATGHPGIIPPHATLVFDVELLKLE*MGVQVETISPGDGMLEDGKKFDSSRDRNKPFKFMLGKQEVIRGWEEGVAQMSVGQRAKLTISPDYAYGATGHPGIIPPHATLVFDVE.... Protein 2 (ENSG00000155158) has sequence MDAVLACRLRGRGNRVAALRPRPRPGGSAGPSPFALLCAGLSPEPRAGVGSEFPAWFLGGSSQRRNMALLGSRAELEADEDVFEDALETISMAKESMYHALGYSTIVVLQAVLTFEQQDIQNGISAMKDALQTCQKYRKKYTVVESFSSLLSRGSLEQLSEEEMHAEICYAECLLQKAALTFVQDENMINFIKGGLKIRTSYQIYKECLSILHEIQKNKLQQEFFYEFEGGVKLGSGAFNLMLSLLPARIIRLLEFIGFSGNRELGLLQLREGASGRSMRSALCCLTILAFHTYISLILG.... Result: 0 (the proteins do not interact). (3) Protein 1 (ENSG00000137574) has sequence MCCEKWSRVAEMFLFIEEREDCKILCLCSRAFVEDRKLYNLGLKGYYIRDSGNNSGDQATEEEEGGYSCGTAESHDSKGIGLDESELDSEAELMRSMGLPLQFGRITAHKDFEVSMNTRNKVKIKKKKHQKKYLDEIVQESWRKEYEEDDILASDDPSSIEQYENTRTYELQSKKDTETENPPVENTLSPKLEITEKWEKYWNEYGGGLLWQSWQEKHPGQALSSEPWNFPDTKEEWEQHYSQLYWYYLEQFQYWEAQGWTFDASQSCDTDTYTSKTEADDKNDEKCMKVDLVSFPSSPI.... Protein 2 (ENSG00000150722) has sequence MEPNSPKKIQFAVPVFQSQIAPEAAEQLGFCRSQIRKRRPTPASLVILNEHNPPEIDDKRGPNTQGELQNASPKQRKQSVYTPPTIKGVKHLKGQNESAFPEEEEGTNEREEQRDH*MEPNSPKKIQFAVPVFQSQIAPEAAEQIRKRRPTPASLVILNEHNPPEIDDKRGPNTQGELQNASPKQRKQSVYTPPTIKGVKHLKGQNESAFPEEEEGTNEREEQRDH*. Result: 0 (the proteins do not interact). (4) Protein 1 (ENSG00000185742) has sequence MSARAPKELRLALPPCLLNRTFASPNASGSGNTGARGPGAVGSGTCITQVGQQLFQSFSSTLVLIVLVTLIFCLIVLSLSTFHIHKRRMKKRKMQRAQEEYERDHCSGSRGGGGLPRPGRQAPTHAKETRLERQPRDSPFCAPSNASSLSSSSPGLPCQGPCAPPPPPPASSPQGAHAASSCLDTAGEGLLQTVVLS*. Protein 2 (ENSG00000119715) has sequence MSSDDRHLGSSCGSFIKTEPSSPSSGIDALSHHSPSGSSDASGGFGLALGTHANGLDSPPMFAGAGLGGTPCRKSYEDCASGIMEDSAIKCEYMLNAIPKRLCLVCGDIASGYHYGVASCEACKAFFKRTIQGNIEYSCPATNECEITKRRRKSCQACRFMKCLKVGMLKEGVRLDRVRGGRQKYKRRLDSESSPYLSLQISPPAKKPLTKIVSYLLVAEPDKLYAMPPPGMPEGDIKALTTLCDLADRELVVIIGWAKHIPGFSSLSLGDQMSLLQSAWMEILILGIVYRSLPYDDKLV.... Result: 0 (the proteins do not interact). (5) Protein 1 (ENSG00000164304) has sequence MTEKPEFQSQVYNYAKDNNIKQDSFKEENPMETSVSANTDQLGNEYFRQPPPRSPPLIHCSGEMLKFTEKSLAKSIAKESALNPSQPPSFLCKTAVPSKEIQNYGEIPEMSVSYEKEVTAEGVERPEIVSTWSSAGISWRSEACRENCEMPDWEQSAESLQPVQEDMALNEVLQKLKHTNRKQEVRIQELQCSNLYLEKRVKELQMKITKQQVFIDVINKLKENVEELIEDKYKIILEKNDTKKTLQNLEEVLANTQKHLQESRNDKEMLQLQFKKIKANYVCLQERYMTEMQQKNKSVS.... Protein 2 (ENSG00000121454) has sequence MMQSATVPAEGAVKGLPEMLGVPMQQIPQCAGCNQHILDKFILKVLDRHWHSSCLKCADCQMQLADRCFSRAGSVYCKEDFFKRFGTKCTACQQGIPPTQVVRKAQDFVYHLHCFACIICNRQLATGDEFYLMEDGRLVCKEDYETAKQNDDSEAGAKRPRTTITAKQLETLKNAYKNSPKPARHVREQLSSETGLDMRVVQVWFQNRRAKEKRLKKDAGRHRWGQFYKSVKRSRGSSKQEKESSAEDCGVSDSELSFREDQILSELGHTNRIYGNVGDVTGGQLMNGSFSMDGTGQSYQ.... Result: 0 (the proteins do not interact). (6) Protein 1 (ENSG00000156298) has sequence MASRRMETKPVITCLKTLLIIYSFVFWKEKAAGFCGRQDVAMALITGVILLAVGVWGKLTLGTYISLIAENSTNAPYVLIGTGTTIVVFGLFGCFATCRGSPWMLKLYAMFLSLVFLAELVAGISGFVFRHEIKDTFLRTYTDAMQTYNGNDERSRAVDHVQRSLSCCGVQNYTNWSTSPYFLEHGIPPSCCMNETDCNPQDLHNLTVAATKVNQKGCYDLVTSFMETNMGIIAGVAFGIAFSQLIGMLLACCLSRFITANQYEMV*MASRRMETKPVITCLKTLLIIYSFVFWITGVIL.... Protein 2 (ENSG00000111877) has sequence MNSDQVTLVGQVFESYVSEYHKNDILLILKERDEDAHYPVVVNAMTLFETNMEIGEYFNMFPSEVLTIFDSALRRSALTILQSLSQPEAVSMKQNLHARISGLPVCPELVREHIPKTKDVGHFLSVTGTVIRTSLVKVLEFERDYMCNKCKHVFVIKADFEQYYTFCRPSSCPSLESCDSSKFTCLSGLSSSPTRCRDYQEIKIQEQVQRLSVGSIPRSMKVILEDDLVDSCKSGDDLTIYGIVMQRWKPFQQDVRCEVEIVLKANYIQVNNEQSSGIIMDEEVQKEFEDFWEYYKSDPF.... Result: 0 (the proteins do not interact). (7) Protein 2 (ENSG00000189042) has sequence MDVMLENYCHLISVGCHMTKPDVILKLERGEEPWTSFAGHTCLEENWKAEDFLVKFKEHQEKYSRSVVSINHKKLVKEKSKIYEKTFTLGKNPVNSKNLPPEYDTHGRILKNVSELIISNLNPARKRLSEYNGYGKSLLSTKQETTHPEVKSHNQSARAFSHNEVLMQYQKTETPAQSFGYNDCEKSFLQRGGLITHSRPYKGENPSVYNKKRRATNIEKKHTCNECGKSFCRKSVLILHQGIHSEEKPYQCHQCGNAFRRKSYLIDHQRTHTGEKPFVCNECGKSFRLKTALTDHQRTH.... Result: 0 (the proteins do not interact). Protein 1 (ENSG00000100504) has sequence MAKPLTDQEKRRQISIRGIVGVENVAELKKSFNRHLHFTLVKDRNVATTRDYYFALAHTVRDHLVGRWIRTQQHYYDKCPKRVYYLSLEFYMGRTLQNTMINLGLQNACDEAIYQLGLDIEELEEIEEDAGLGNGGLGRLAACFLDSMATLGLAAYGYGIRYEYGIFNQKIRDGWQVEEADDWLRYGNPWEKSRPEFMLPVHFYGKVEHTNTGTKWIDTQVVLALPYDTPVPGYMNNTVNTMRLWSARAPNDFNLRDFNVGDYIQAVLDRNLAENISRVLYPNDNFFEGKELRLKQEYFV.... (8) Protein 1 (ENSG00000150593) has sequence MDVENEQILNVNPADPDNLSDSLFSGDEENAGTEEIKNEINGNWISASSINEARINAKAKRRLRKNSSRDSGRGDSVSDSGSDALRSGLTVPTSPKGRLLDRRSRSGKGRGLPKKGGAGGKGVWGTPGQVYDVEEVDVKDPNYDDDQENCVYETVVLPLDERAFEKTLTPIIQEYFEHGDTNEVAEMLRDLNLGEMKSGVPVLAVSLALEGKASHREMTSKLLSDLCGTVMSTTDVEKSFDKLLKDLPELALDTPRAPQLVGQFIARAVGDGILCNTYIDSYKGTVDCVQARAALDKATV.... Protein 2 (ENSG00000139352) has sequence MESSAKMESGGAGQQPQPQPQQPFLPPAACFFATAAAAAAAAAAAAAQSAQQQQQQQQQQQQAPQLRPAADGQPSGGGHKSAPKQVKRQRSSSPELMRCKRRLNFSGFGYSLPQQQPAAVARRNERERNRVKLVNLGFATLREHVPNGAANKKMSKVETLRSAVEYIRALQQLLDEHDAVSAAFQAGVLSPTISPNYSNDLNSMAGSPVSSYSSDEGSYDPLSPEEQELLDFTNWF*. Result: 0 (the proteins do not interact). (9) Protein 1 (ENSG00000106683) has sequence MRLTLLCCTWREERMGEEGSELPVCASCGQRIYDGQYLQALNADWHADCFRCCDCSASLSHQYYEKDGQLFCKKDYWARYGESCHGCSEQITKGLVMVAGELKYHPECFICLTCGTFIGDGDTYTLVEHSKLYCGHCYYQTVVTPVIEQILPDSPGSHLPHTVTLVSIPASSHGKRGLSVSIDPPHGPPGCGTEHSHTVRVQGVDPGCMSPDVKNSIHVGDRILEINGTPIRNVPLDEIDLLIQETSRLLQLTLEHDPHDTLGHGLGPETSPLSSPAYTPSGEAGSSARQKPVLRSCSID.... Protein 2 (ENSG00000114054) has sequence MAAALRVAAVGARLSVLASGLRAAVRSLCSQATSVNERIENKRRTALLGGGQRRIDAQHKRGKLTARERISLLLDPGSFVESDMFVEHRCADFGMAADKNKFPGDSVVTGRGRINGRLVYVFSQDFTVFGGSLSGAHAQKICKIMDQAITVGAPVIGLNDSGGARIQEGVESLAGYADIFLRNVTASGVIPQISLIMGPCAGGAVYSPALTDFTFMVKDTSYLFITGPDVVKSVTNEDVTQEELGGAKTHTTMSGVAHRAFENDVDALCNLRDFFNYLPLSSQDPAPVRECHDPSDRLVP.... Result: 0 (the proteins do not interact). (10) Protein 1 (ENSG00000049883) has sequence MVRDSMAAAFRPSNRVLLQALQILVYPGVGGSGSVSCRCPLGAKRYLLTDNVVKLKEFQQKKVAVACNLSGTKETYFRNLKKKLTQNKLILKGELITLLHLCESRDHVELAKNVIYRYHAENKNFTLGEYKFGPLFVRLCYELDLEESAVELMKDQHLRGFFSDSTSFNILMDMLFIKGKYKSALQVLIEMKNQDVKFTKDTYVLAFAICYKLNSPESFKICTTLREEALLKGEILSRRASCFAVALALNQNEMAKAVSIFSQIMNPESIACINLNIIIHIQSNMLENLIKTLKNAAEGN.... Protein 2 (ENSG00000152595) has sequence MRVFCVGLLLFSVTWAAPTFQPQTEKTKQSCVEEQRQEEKNKDNIGFHHLGKRINQELSSKENIVQERKKDLSLSEASENKGSSKSQNYFTNRQRLNKEYSISNKENTHNGLRMSIYPKSTGNKGFEDGDDAISKLHDQEEYGAALIRNNMQHIMGPVTAIKLLGEENKENTPRNVLNIIPASMNYAKAHSKDKKKPQRDSQAQKSPVKSKSTHRIQHNIDYLKHLSKVKKIPSDFEGSGYTDLQERGDNDISPFSGDGQPFKDIPGKGEATGPDLEGKDIQTGFAGPSEAESTHLDTKK.... Result: 0 (the proteins do not interact).